From a dataset of Full USPTO retrosynthesis dataset with 1.9M reactions from patents (1976-2016). Predict the reactants needed to synthesize the given product. (1) Given the product [CH3:1][C:2]1[N:3]([C:8]2[N:9]=[CH:10][C:11]([CH:14]([OH:15])[CH2:16][N:17]([CH2:36][CH2:37][CH3:38])[C@@H:18]([CH3:21])[CH2:19][OH:20])=[CH:12][CH:13]=2)[C:4]([CH3:7])=[CH:5][CH:6]=1, predict the reactants needed to synthesize it. The reactants are: [CH3:1][C:2]1[N:3]([C:8]2[CH:13]=[CH:12][C:11]([CH:14]3[CH2:16][O:15]3)=[CH:10][N:9]=2)[C:4]([CH3:7])=[CH:5][CH:6]=1.[NH2:17][C@@H:18]([CH3:21])[CH2:19][OH:20].C(O[BH-](OC(=O)C)OC(=O)C)(=O)C.[Na+].[CH:36](=O)[CH2:37][CH3:38].C(O)(=O)C. (2) Given the product [CH:1]1([CH:7]([NH:22][C:23]2[CH:24]=[CH:25][C:26]([C:55]([N:33]([CH3:32])[CH2:34][CH2:35][C:36]([OH:38])=[O:37])=[O:54])=[CH:30][CH:31]=2)[C:8]2[CH:12]=[C:11]([C:13]3[CH:18]=[CH:17][CH:16]=[C:15]([O:19][CH3:20])[N:14]=3)[O:10][C:9]=2[CH3:21])[CH2:2][CH2:3][CH2:4][CH2:5][CH2:6]1, predict the reactants needed to synthesize it. The reactants are: [CH:1]1([CH:7]([NH:22][C:23]2[CH:31]=[CH:30][C:26](C(O)=O)=[CH:25][CH:24]=2)[C:8]2[CH:12]=[C:11]([C:13]3[CH:18]=[CH:17][CH:16]=[C:15]([O:19][CH3:20])[N:14]=3)[O:10][C:9]=2[CH3:21])[CH2:6][CH2:5][CH2:4][CH2:3][CH2:2]1.[CH3:32][NH:33][CH2:34][CH2:35][C:36]([O:38]CC)=[O:37].Cl.C(N=C=NCCCN(C)C)C.O.[OH:54][C:55]1C2N=NNC=2C=CC=1. (3) Given the product [F:8][C:6]1[CH:5]=[C:4]([CH:3]=[C:2]([F:1])[CH:7]=1)[CH2:9][C@H:10]([NH:14][C:15](=[O:21])[C:41]1[CH:45]=[C:46]([CH3:48])[CH:47]=[C:39]([C:37]([N:36]([CH2:33][CH2:34][CH3:35])[CH2:50][CH2:51][CH3:52])=[O:38])[CH:40]=1)[C@H:11]([OH:12])[CH2:13][NH:32][C@H:22]1[C:31]2[C:26](=[CH:27][CH:28]=[CH:29][CH:30]=2)[CH2:25][CH2:24][CH2:23]1, predict the reactants needed to synthesize it. The reactants are: [F:1][C:2]1[CH:3]=[C:4]([CH2:9][C@H:10]([NH:14][C:15](=[O:21])OC(C)(C)C)[C@H:11]2[CH2:13][O:12]2)[CH:5]=[C:6]([F:8])[CH:7]=1.[CH:22]1([NH2:32])[C:31]2[C:26](=[CH:27][CH:28]=[CH:29][CH:30]=2)[CH2:25][CH2:24][CH2:23]1.[CH2:33]([N:36]([CH2:50][CH2:51][CH3:52])[C:37]([C:39]1[CH:40]=[C:41]([CH:45]=[C:46]([CH2:48]C)[CH:47]=1)C(O)=O)=[O:38])[CH2:34][CH3:35]. (4) Given the product [CH2:14]([O:1][C:2]1[C:10]([N+:11]([O-:13])=[O:12])=[CH:9][CH:8]=[CH:7][C:3]=1[C:4]([OH:6])=[O:5])[C:15]1[CH:20]=[CH:19][CH:18]=[CH:17][CH:16]=1, predict the reactants needed to synthesize it. The reactants are: [OH:1][C:2]1[C:10]([N+:11]([O-:13])=[O:12])=[CH:9][CH:8]=[CH:7][C:3]=1[C:4]([OH:6])=[O:5].[CH2:14](Br)[C:15]1[CH:20]=[CH:19][CH:18]=[CH:17][CH:16]=1.C(=O)([O-])[O-].[K+].[K+].O. (5) Given the product [ClH:18].[NH:1]([C:2]1[CH:7]=[CH:6][C:5]([CH2:8][NH:9][S:10]([CH3:13])(=[O:12])=[O:11])=[CH:4][CH:3]=1)[NH2:14], predict the reactants needed to synthesize it. The reactants are: [NH2:1][C:2]1[CH:7]=[CH:6][C:5]([CH2:8][NH:9][S:10]([CH3:13])(=[O:12])=[O:11])=[CH:4][CH:3]=1.[N:14]([O-])=O.[Na+].[ClH:18]. (6) Given the product [Cl:1][C:2]1[CH:3]=[C:4]([OH:13])[C:5]([CH3:11])=[C:6]([CH:10]=1)[C:7]([OH:9])=[O:8], predict the reactants needed to synthesize it. The reactants are: [Cl:1][C:2]1[CH:3]=[C:4](I)[C:5]([CH3:11])=[C:6]([CH:10]=1)[C:7]([OH:9])=[O:8].[OH:13]C1C=CC=C2C=1N=CC=C2.[OH-].[K+].C(O)(C)(C)C.